From a dataset of Peptide-MHC class II binding affinity with 134,281 pairs from IEDB. Regression. Given a peptide amino acid sequence and an MHC pseudo amino acid sequence, predict their binding affinity value. This is MHC class II binding data. (1) The peptide sequence is MGDDHFWAVRGGGGE. The MHC is DRB1_0405 with pseudo-sequence DRB1_0405. The binding affinity (normalized) is 0.205. (2) The peptide sequence is LQSLGAEIAVEQAAL. The MHC is DRB4_0101 with pseudo-sequence DRB4_0103. The binding affinity (normalized) is 0.408. (3) The peptide sequence is IIVILSPLLNAQN. The MHC is DRB1_0404 with pseudo-sequence DRB1_0404. The binding affinity (normalized) is 0.802. (4) The MHC is H-2-IAd with pseudo-sequence H-2-IAd. The peptide sequence is ICFSPSLEKPIVVSGSWD. The binding affinity (normalized) is 0.610. (5) The peptide sequence is DPHLPTLLLGSSGSGGDDDDPHGPVQLSYYD. The binding affinity (normalized) is 0. The MHC is DRB1_0401 with pseudo-sequence DRB1_0401. (6) The peptide sequence is FGMVQFQKFFNPVTP. The MHC is HLA-DQA10201-DQB10202 with pseudo-sequence HLA-DQA10201-DQB10202. The binding affinity (normalized) is 0.121. (7) The MHC is DRB1_0901 with pseudo-sequence DRB1_0901. The peptide sequence is MQVKVSKGAPCRIPV. The binding affinity (normalized) is 0.738. (8) The peptide sequence is LLWISVKVLFLAAFV. The MHC is DRB1_0101 with pseudo-sequence DRB1_0101. The binding affinity (normalized) is 0.325. (9) The binding affinity (normalized) is 0.212. The peptide sequence is IFRHWYWQQPYYIVA. The MHC is DRB1_1302 with pseudo-sequence DRB1_1302.